From a dataset of Full USPTO retrosynthesis dataset with 1.9M reactions from patents (1976-2016). Predict the reactants needed to synthesize the given product. (1) Given the product [Cl:1][C:2]1[C:3]([F:9])=[C:4]([N:5]2[CH:13]([C:12]3[CH:15]=[CH:16][C:17]([Cl:19])=[CH:18][C:11]=3[Cl:10])[C:26]([C:27](=[O:31])[CH:28]([CH3:30])[CH3:29])=[C:25]([OH:32])[C:24]2=[O:23])[CH:6]=[CH:7][CH:8]=1, predict the reactants needed to synthesize it. The reactants are: [Cl:1][C:2]1[C:3]([F:9])=[C:4]([CH:6]=[CH:7][CH:8]=1)[NH2:5].[Cl:10][C:11]1[CH:18]=[C:17]([Cl:19])[CH:16]=[CH:15][C:12]=1[CH:13]=O.[Na].C([O:23][C:24](=O)[C:25](=[O:32])[CH2:26][C:27](=[O:31])[CH:28]([CH3:30])[CH3:29])C. (2) Given the product [OH:10][C:11]1[C:12]([CH3:23])=[C:13]([CH3:22])[C:14]([NH:18][C:19](=[O:21])[CH3:20])=[N:15][C:16]=1[CH3:17], predict the reactants needed to synthesize it. The reactants are: CO.C([O:10][C:11]1[C:12]([CH3:23])=[C:13]([CH3:22])[C:14]([NH:18][C:19](=[O:21])[CH3:20])=[N:15][C:16]=1[CH3:17])C1C=CC=CC=1. (3) The reactants are: [C:1]1([C:7]2[N:12]=[N:11][C:10]([N:13]3[CH2:20][CH:19]4[NH:21][CH:15]([CH2:16][CH2:17][CH2:18]4)[CH2:14]3)=[CH:9][CH:8]=2)[CH:6]=[CH:5][CH:4]=[CH:3][CH:2]=1.Br[CH2:23][CH3:24].C(N(CC)C(C)C)(C)C.[OH-].[Na+]. Given the product [CH2:23]([N:21]1[CH:15]2[CH2:16][CH2:17][CH2:18][CH:19]1[CH2:20][N:13]([C:10]1[N:11]=[N:12][C:7]([C:1]3[CH:2]=[CH:3][CH:4]=[CH:5][CH:6]=3)=[CH:8][CH:9]=1)[CH2:14]2)[CH3:24], predict the reactants needed to synthesize it.